From a dataset of Full USPTO retrosynthesis dataset with 1.9M reactions from patents (1976-2016). Predict the reactants needed to synthesize the given product. (1) Given the product [C:20]([O:17][CH2:16][CH2:15][C:12]1[CH:13]=[CH:14][C:9]([N:8]2[C:7]3[CH:6]=[C:5]([CH3:18])[N:4]=[C:3]([CH3:19])[C:2]=3[N:1]=[C:29]2[C:30]2[CH:35]=[CH:34][CH:33]=[CH:32][CH:31]=2)=[CH:10][CH:11]=1)(=[O:28])[C:21]1[CH:22]=[CH:23][CH:24]=[CH:25][CH:26]=1, predict the reactants needed to synthesize it. The reactants are: [NH2:1][C:2]1[C:3]([CH3:19])=[N:4][C:5]([CH3:18])=[CH:6][C:7]=1[NH:8][C:9]1[CH:14]=[CH:13][C:12]([CH2:15][CH2:16][OH:17])=[CH:11][CH:10]=1.[C:20]([OH:28])(=O)[C:21]1[CH:26]=[CH:25][CH:24]=[CH:23][CH:22]=1.[C:29](O[C:29](=O)[C:30]1[CH:35]=[CH:34][CH:33]=[CH:32][CH:31]=1)(=O)[C:30]1[CH:35]=[CH:34][CH:33]=[CH:32][CH:31]=1. (2) Given the product [Cl:1][C:2]1[CH:3]=[CH:4][C:5]([O:24][CH2:25][CH:26]([CH3:27])[CH3:30])=[C:6]([C:8]2[CH2:12][CH2:11][CH2:10][C:9]=2[C:13]2[N:18]=[C:17]([C:19]([O:21][CH2:22][CH3:23])=[O:20])[CH:16]=[CH:15][CH:14]=2)[CH:7]=1, predict the reactants needed to synthesize it. The reactants are: [Cl:1][C:2]1[CH:3]=[CH:4][C:5]([O:24][CH2:25][CH:26]2[CH2:30]CC[CH2:27]2)=[C:6]([C:8]2[CH2:12][CH2:11][CH2:10][C:9]=2[C:13]2[N:18]=[C:17]([C:19]([O:21][CH2:22][CH3:23])=[O:20])[CH:16]=[CH:15][CH:14]=2)[CH:7]=1.BrCC(C)C. (3) Given the product [O:1]1[C:5]2[CH:6]=[CH:7][C:8]([C:10]3([N:48]([C:55]([O:57][CH2:58][CH3:59])=[O:56])[NH:49][C:50]([O:52][CH2:53][CH3:54])=[O:51])[C:18]4[C:13](=[CH:14][CH:15]=[CH:16][CH:17]=4)[N:12]([CH2:19][C:20]4[CH:25]=[CH:24][C:23]([Cl:26])=[CH:22][CH:21]=4)[C:11]3=[O:27])=[CH:9][C:4]=2[O:3][CH2:2]1, predict the reactants needed to synthesize it. The reactants are: [O:1]1[C:5]2[CH:6]=[CH:7][C:8]([C:10]3(O)[C:18]4[C:13](=[CH:14][CH:15]=[CH:16][CH:17]=4)[N:12]([CH2:19][C:20]4[CH:25]=[CH:24][C:23]([Cl:26])=[CH:22][CH:21]=4)[C:11]3=[O:27])=[CH:9][C:4]=2[O:3][CH2:2]1.C1(P(C2C=CC=CC=2)C2C=CC=CC=2)C=CC=CC=1.[N:48]([C:55]([O:57][CH2:58][CH3:59])=[O:56])=[N:49][C:50]([O:52][CH2:53][CH3:54])=[O:51]. (4) Given the product [C:43]([O:42][C:39](=[O:41])[CH2:40][C:51]1[CH:52]=[CH:53][C:48]([Br:47])=[CH:49][C:50]=1[CH3:55])([CH3:46])([CH3:45])[CH3:44], predict the reactants needed to synthesize it. The reactants are: [Li].C[Si](C)(C)N[Si](C)(C)C.C1(P(C2CCCCC2)C2(N(C)C)CC=CC=C2C2C=CC=CC=2)CCCCC1.[C:39]([O:42][C:43]([CH3:46])([CH3:45])[CH3:44])(=[O:41])[CH3:40].[Br:47][C:48]1[CH:53]=[CH:52][C:51](I)=[C:50]([CH3:55])[CH:49]=1. (5) Given the product [Br:1][C:2]1[CH:7]=[CH:6][C:5]([N+:8]([O-:10])=[O:9])=[C:4]([CH:3]=1)[NH:14][CH3:13], predict the reactants needed to synthesize it. The reactants are: [Br:1][C:2]1[CH:7]=[CH:6][C:5]([N+:8]([O-:10])=[O:9])=[C:4](F)[CH:3]=1.Cl.[CH3:13][NH2:14]. (6) The reactants are: [Cl-].[NH2:2][C:3]([NH2:5])=[NH2+:4].CC([O-])(C)C.[K+].[CH3:12][S:13]([C:16]1[C:17]([O:27][C:28]2[CH:33]=[CH:32][C:31]([S:34]([CH3:37])(=[O:36])=[O:35])=[C:30]([S:38]([F:43])([F:42])([F:41])([F:40])[F:39])[CH:29]=2)=[CH:18][C:19]([CH3:26])=[C:20]([CH:25]=1)[C:21](OC)=[O:22])(=[O:15])=[O:14].Cl. Given the product [CH3:12][S:13]([C:16]1[C:17]([O:27][C:28]2[CH:33]=[CH:32][C:31]([S:34]([CH3:37])(=[O:35])=[O:36])=[C:30]([S:38]([F:41])([F:43])([F:42])([F:39])[F:40])[CH:29]=2)=[CH:18][C:19]([CH3:26])=[C:20]([CH:25]=1)[C:21]([NH:4][C:3]([NH2:5])=[NH:2])=[O:22])(=[O:14])=[O:15], predict the reactants needed to synthesize it. (7) Given the product [Br:1][C:2]1[CH:3]=[C:4]([C:10]2([C:32]3[CH:31]=[CH:30][N:29]=[C:28]([C:33]([F:36])([F:35])[F:34])[CH:27]=3)[C:18]3[C:19](=[N:20][CH:21]=[CH:22][CH:23]=3)[C:24]([NH2:25])=[N:11]2)[CH:5]=[CH:6][C:7]=1[O:8][CH3:9], predict the reactants needed to synthesize it. The reactants are: [Br:1][C:2]1[CH:3]=[C:4]([C:10]([C:18]2[C:19]([C:24]#[N:25])=[N:20][CH:21]=[CH:22][CH:23]=2)=[N:11]S(C(C)(C)C)=O)[CH:5]=[CH:6][C:7]=1[O:8][CH3:9].Br[C:27]1[C:28]([C:33]([F:36])([F:35])[F:34])=[N:29][CH:30]=[CH:31][CH:32]=1. (8) Given the product [Br:14][C:15]1[CH:16]=[CH:17][C:18]([Cl:21])=[N+:19]([O-:4])[CH:20]=1, predict the reactants needed to synthesize it. The reactants are: FC(F)(F)C(OC(=O)C(F)(F)F)=[O:4].[Br:14][C:15]1[CH:16]=[CH:17][C:18]([Cl:21])=[N:19][CH:20]=1.C(N)(N)=O.OO.O.S([O-])([O-])(=O)=S.[Na+].[Na+]. (9) Given the product [NH2:8][C:9]1[CH:10]=[C:11]([N:15]([C:23]2([C:47]([O:49][CH3:50])=[O:48])[CH2:28][CH2:27][N:26]([CH2:29][CH:30]([C:41]3[CH:42]=[CH:43][CH:44]=[CH:45][CH:46]=3)[C:31]([O:33][CH2:34][C:35]3[CH:36]=[CH:37][CH:38]=[CH:39][CH:40]=3)=[O:32])[CH2:25][CH2:24]2)[C:16]([C:18]2[O:19][CH:20]=[CH:21][CH:22]=2)=[O:17])[CH:12]=[CH:13][CH:14]=1, predict the reactants needed to synthesize it. The reactants are: C(OC([NH:8][C:9]1[CH:10]=[C:11]([N:15]([C:23]2([C:47]([O:49][CH3:50])=[O:48])[CH2:28][CH2:27][N:26]([CH2:29][CH:30]([C:41]3[CH:46]=[CH:45][CH:44]=[CH:43][CH:42]=3)[C:31]([O:33][CH2:34][C:35]3[CH:40]=[CH:39][CH:38]=[CH:37][CH:36]=3)=[O:32])[CH2:25][CH2:24]2)[C:16]([C:18]2[O:19][CH:20]=[CH:21][CH:22]=2)=[O:17])[CH:12]=[CH:13][CH:14]=1)=O)(C)(C)C.FC(F)(F)C(O)=O.C(=O)([O-])O.[Na+]. (10) Given the product [CH3:28][N:29]1[CH2:34][CH2:33][N:32]([C:13]([C:8]2[NH:9][C:10]3[C:6]([CH:7]=2)=[CH:5][C:4]([N+:1]([O-:3])=[O:2])=[CH:12][CH:11]=3)=[O:15])[CH2:31][CH2:30]1, predict the reactants needed to synthesize it. The reactants are: [N+:1]([C:4]1[CH:5]=[C:6]2[C:10](=[CH:11][CH:12]=1)[NH:9][C:8]([C:13]([OH:15])=O)=[CH:7]2)([O-:3])=[O:2].Cl.CN(C)CCCN=C=NCC.[CH3:28][N:29]1[CH2:34][CH2:33][NH:32][CH2:31][CH2:30]1.